Predict the product of the given reaction. From a dataset of Forward reaction prediction with 1.9M reactions from USPTO patents (1976-2016). (1) Given the reactants [Cl:1][C:2]1[C:3](I)=[CH:4][C:5]([F:8])=[N:6][CH:7]=1.[Cl:10][C:11]1[CH:16]=[CH:15][C:14](B(O)O)=[CH:13][CH:12]=1, predict the reaction product. The product is: [Cl:1][C:2]1[C:3]([C:14]2[CH:15]=[CH:16][C:11]([Cl:10])=[CH:12][CH:13]=2)=[CH:4][C:5]([F:8])=[N:6][CH:7]=1. (2) Given the reactants O1CCCCC1[O:7][NH:8][C:9]([C:11]1([S:21]([C:24]2[CH:29]=[CH:28][C:27]([C:30]3[CH:35]=[CH:34][C:33]([CH2:36][CH2:37][CH2:38][C:39]([F:42])([F:41])[F:40])=[CH:32][CH:31]=3)=[CH:26][CH:25]=2)(=[O:23])=[O:22])[CH2:16][CH2:15][N:14]([CH2:17][CH2:18][O:19][CH3:20])[CH2:13][CH2:12]1)=[O:10].[ClH:43], predict the reaction product. The product is: [ClH:43].[OH:7][NH:8][C:9]([C:11]1([S:21]([C:24]2[CH:29]=[CH:28][C:27]([C:30]3[CH:31]=[CH:32][C:33]([CH2:36][CH2:37][CH2:38][C:39]([F:42])([F:40])[F:41])=[CH:34][CH:35]=3)=[CH:26][CH:25]=2)(=[O:23])=[O:22])[CH2:12][CH2:13][N:14]([CH2:17][CH2:18][O:19][CH3:20])[CH2:15][CH2:16]1)=[O:10]. (3) Given the reactants [Al+3].[Cl-].[Cl-].[Cl-].[CH3:5][O:6][C:7](=[O:11])[C:8](Cl)=[O:9].[C:12]1([OH:22])[C:21]2[C:16](=[CH:17][CH:18]=[CH:19][CH:20]=2)[CH:15]=[CH:14][CH:13]=1.O, predict the reaction product. The product is: [CH3:5][O:6][C:7](=[O:11])[C:8]([C:15]1[C:16]2[C:21](=[CH:20][CH:19]=[CH:18][CH:17]=2)[C:12]([OH:22])=[CH:13][CH:14]=1)=[O:9]. (4) The product is: [CH3:28][O:27][C:24]1[CH:25]=[CH:26][C:21]([O:20][C:17]2[CH:16]=[CH:15][C:14]([N:11]3[CH2:10][CH2:9][NH:8][CH2:13][CH2:12]3)=[CH:19][CH:18]=2)=[CH:22][CH:23]=1. Given the reactants C([N:8]1[CH2:13][CH2:12][N:11]([C:14]2[CH:19]=[CH:18][C:17]([O:20][C:21]3[CH:26]=[CH:25][C:24]([O:27][CH3:28])=[CH:23][CH:22]=3)=[CH:16][CH:15]=2)[CH2:10][CH2:9]1)C1C=CC=CC=1, predict the reaction product.